Dataset: NCI-60 drug combinations with 297,098 pairs across 59 cell lines. Task: Regression. Given two drug SMILES strings and cell line genomic features, predict the synergy score measuring deviation from expected non-interaction effect. (1) Drug 1: C1=CC(=CC=C1CCC2=CNC3=C2C(=O)NC(=N3)N)C(=O)NC(CCC(=O)O)C(=O)O. Drug 2: C1=CC=C(C(=C1)C(C2=CC=C(C=C2)Cl)C(Cl)Cl)Cl. Cell line: SK-OV-3. Synergy scores: CSS=39.6, Synergy_ZIP=1.59, Synergy_Bliss=1.36, Synergy_Loewe=-0.210, Synergy_HSA=1.66. (2) Drug 1: C1=CC(=CC=C1CCCC(=O)O)N(CCCl)CCCl. Drug 2: COC1=C2C(=CC3=C1OC=C3)C=CC(=O)O2. Cell line: NCI-H226. Synergy scores: CSS=7.49, Synergy_ZIP=2.86, Synergy_Bliss=-1.74, Synergy_Loewe=-6.04, Synergy_HSA=-4.59. (3) Drug 1: CC12CCC3C(C1CCC2O)C(CC4=C3C=CC(=C4)O)CCCCCCCCCS(=O)CCCC(C(F)(F)F)(F)F. Drug 2: C(CCl)NC(=O)N(CCCl)N=O. Cell line: OVCAR-8. Synergy scores: CSS=3.36, Synergy_ZIP=5.34, Synergy_Bliss=2.63, Synergy_Loewe=0.548, Synergy_HSA=0.634. (4) Drug 1: CCCCCOC(=O)NC1=NC(=O)N(C=C1F)C2C(C(C(O2)C)O)O. Drug 2: CN(CCCl)CCCl.Cl. Cell line: 786-0. Synergy scores: CSS=16.1, Synergy_ZIP=-2.11, Synergy_Bliss=1.32, Synergy_Loewe=-14.9, Synergy_HSA=1.39. (5) Drug 1: CCCS(=O)(=O)NC1=C(C(=C(C=C1)F)C(=O)C2=CNC3=C2C=C(C=N3)C4=CC=C(C=C4)Cl)F. Drug 2: C(CC(=O)O)C(=O)CN.Cl. Cell line: HOP-92. Synergy scores: CSS=-11.5, Synergy_ZIP=1.60, Synergy_Bliss=-14.1, Synergy_Loewe=-15.4, Synergy_HSA=-15.2. (6) Drug 1: CC(CN1CC(=O)NC(=O)C1)N2CC(=O)NC(=O)C2. Drug 2: C1=C(C(=O)NC(=O)N1)N(CCCl)CCCl. Cell line: SR. Synergy scores: CSS=89.5, Synergy_ZIP=5.38, Synergy_Bliss=5.49, Synergy_Loewe=6.94, Synergy_HSA=9.82.